From a dataset of Forward reaction prediction with 1.9M reactions from USPTO patents (1976-2016). Predict the product of the given reaction. (1) Given the reactants C([N-]C(C)C)(C)C.[Li+].[CH3:9][C:10]1[CH:11]=[CH:12][C:13]2[CH2:19][O:18][CH2:17][CH2:16][N:15]([C:20]([O:22][C:23]([CH3:26])([CH3:25])[CH3:24])=[O:21])[C:14]=2[N:27]=1.[C:28](=O)([O:32]CC)[O:29][CH2:30][CH3:31], predict the reaction product. The product is: [CH2:30]([O:29][C:28](=[O:32])[CH2:9][C:10]1[CH:11]=[CH:12][C:13]2[CH2:19][O:18][CH2:17][CH2:16][N:15]([C:20]([O:22][C:23]([CH3:24])([CH3:26])[CH3:25])=[O:21])[C:14]=2[N:27]=1)[CH3:31]. (2) Given the reactants CCN(C(C)C)C(C)C.[NH:10]([C:12]([N:14]1[CH2:19][CH2:18][N:17]([C:20]([O:22][C:23]([CH3:26])([CH3:25])[CH3:24])=[O:21])[CH2:16][CH2:15]1)=[S:13])[NH2:11].[CH2:27]([O:34][N:35]1[C:41](=[O:42])[N:40]2[CH2:43][C@H:36]1[CH2:37][CH2:38][C@H:39]2[C:44](O)=[O:45])[C:28]1[CH:33]=[CH:32][CH:31]=[CH:30][CH:29]=1.CN(C(ON1N=NC2C=CC=NC1=2)=[N+](C)C)C.F[P-](F)(F)(F)(F)F, predict the reaction product. The product is: [CH2:27]([O:34][N:35]1[C:41](=[O:42])[N:40]2[CH2:43][C@H:36]1[CH2:37][CH2:38][C@H:39]2[C:44]([NH:11][NH:10][C:12]([N:14]1[CH2:19][CH2:18][N:17]([C:20]([O:22][C:23]([CH3:26])([CH3:25])[CH3:24])=[O:21])[CH2:16][CH2:15]1)=[S:13])=[O:45])[C:28]1[CH:29]=[CH:30][CH:31]=[CH:32][CH:33]=1. (3) Given the reactants FC(F)(F)C(O)=O.[CH3:8][O:9][C:10](=[O:18])[C@H:11]([O:13][CH:14]1[CH2:17][NH:16][CH2:15]1)[CH3:12].C(N(CC)CC)C.Cl[C:27]([O:29][CH:30]([CH3:32])[CH3:31])=[O:28], predict the reaction product. The product is: [CH:30]([O:29][C:27]([N:16]1[CH2:17][CH:14]([O:13][C@@H:11]([C:10]([O:9][CH3:8])=[O:18])[CH3:12])[CH2:15]1)=[O:28])([CH3:32])[CH3:31]. (4) Given the reactants [OH:1][C:2]1[CH:3]=[C:4]([C:8]2[C:17]3[C:12](=[C:13]([C:18]([F:21])([F:20])[F:19])[CH:14]=[CH:15][CH:16]=3)[N:11]=[CH:10][C:9]=2[C:22]([C:24]2[CH:29]=[CH:28][CH:27]=[CH:26][CH:25]=2)=[O:23])[CH:5]=[CH:6][CH:7]=1.Br[CH2:31][C:32]1[CH:37]=[CH:36][C:35]([C:38]([CH3:41])([CH3:40])[CH3:39])=[CH:34][CH:33]=1, predict the reaction product. The product is: [C:38]([C:35]1[CH:34]=[CH:33][C:32]([CH2:31][O:1][C:2]2[CH:3]=[C:4]([C:8]3[C:17]4[C:12](=[C:13]([C:18]([F:21])([F:19])[F:20])[CH:14]=[CH:15][CH:16]=4)[N:11]=[CH:10][C:9]=3[C:22]([C:24]3[CH:25]=[CH:26][CH:27]=[CH:28][CH:29]=3)=[O:23])[CH:5]=[CH:6][CH:7]=2)=[CH:37][CH:36]=1)([CH3:41])([CH3:39])[CH3:40]. (5) Given the reactants Br[C:2]1[N:10]2[C:5]([CH:6]=[N:7][C:8]([S:11][CH3:12])=[N:9]2)=[CH:4][CH:3]=1.[N+:13]([C:16]1[CH:21]=[C:20]([CH3:22])[CH:19]=[CH:18][C:17]=1B(O)O)([O-:15])=[O:14].C(=O)([O-])[O-].[Na+].[Na+].O, predict the reaction product. The product is: [CH3:22][C:20]1[CH:19]=[CH:18][C:17]([C:2]2[N:10]3[C:5]([CH:6]=[N:7][C:8]([S:11][CH3:12])=[N:9]3)=[CH:4][CH:3]=2)=[C:16]([N+:13]([O-:15])=[O:14])[CH:21]=1. (6) Given the reactants [CH2:1]([S:8][C:9]1[C:17]2[C:12](=[CH:13][CH:14]=[C:15]([CH:18]3OCC[O:19]3)[CH:16]=2)[N:11](COCC[Si](C)(C)C)[N:10]=1)[C:2]1[CH:7]=[CH:6][CH:5]=[CH:4][CH:3]=1.Cl, predict the reaction product. The product is: [CH2:1]([S:8][C:9]1[C:17]2[C:12](=[CH:13][CH:14]=[C:15]([CH:18]=[O:19])[CH:16]=2)[NH:11][N:10]=1)[C:2]1[CH:3]=[CH:4][CH:5]=[CH:6][CH:7]=1. (7) Given the reactants Cl.[C:2]1([C:8]2[O:12][N:11]=[C:10]([CH:13]3[CH2:18][CH2:17][CH2:16][NH:15][CH2:14]3)[N:9]=2)[CH:7]=[CH:6][CH:5]=[CH:4][CH:3]=1.[F:19][C:20]1[CH:28]=[CH:27][C:23]([C:24](Cl)=[O:25])=[CH:22][CH:21]=1, predict the reaction product. The product is: [F:19][C:20]1[CH:28]=[CH:27][C:23]([C:24]([N:15]2[CH2:16][CH2:17][CH2:18][CH:13]([C:10]3[N:9]=[C:8]([C:2]4[CH:3]=[CH:4][CH:5]=[CH:6][CH:7]=4)[O:12][N:11]=3)[CH2:14]2)=[O:25])=[CH:22][CH:21]=1.